The task is: Binary Classification. Given a drug SMILES string, predict its activity (active/inactive) in a high-throughput screening assay against a specified biological target.. This data is from Choline transporter screen with 302,306 compounds. The compound is S1Cc2c(n(nc2C(=O)NCCCN2C(CCCC2)C)C)c2c1cccc2. The result is 1 (active).